Dataset: Forward reaction prediction with 1.9M reactions from USPTO patents (1976-2016). Task: Predict the product of the given reaction. (1) Given the reactants Br[C:2]1[CH:10]=[C:9]2[C:5]([C:6]([CH3:22])([CH3:21])[CH2:7][N:8]2[Si:11]([CH:18]([CH3:20])[CH3:19])([CH:15]([CH3:17])[CH3:16])[CH:12]([CH3:14])[CH3:13])=[CH:4][C:3]=1[F:23].[CH3:24][O:25][C:26]1[CH:31]=[CH:30][C:29]([S:32](F)(=[O:34])=[O:33])=[CH:28][CH:27]=1, predict the reaction product. The product is: [F:23][C:3]1[CH:4]=[C:5]2[C:9](=[CH:10][C:2]=1[S:32]([C:29]1[CH:28]=[CH:27][C:26]([O:25][CH3:24])=[CH:31][CH:30]=1)(=[O:34])=[O:33])[N:8]([Si:11]([CH:18]([CH3:20])[CH3:19])([CH:15]([CH3:17])[CH3:16])[CH:12]([CH3:14])[CH3:13])[CH2:7][C:6]2([CH3:22])[CH3:21]. (2) Given the reactants Br[CH2:2][CH:3]1[O:8][C:7]2[CH:9]=[CH:10][CH:11]=[CH:12][C:6]=2[O:5][CH2:4]1.[CH3:13][C:14]1[CH:19]=[CH:18][C:17]([CH:20]2[CH2:25][CH2:24][CH2:23][NH:22][CH2:21]2)=[CH:16][CH:15]=1.Cl.C(N(CC)CC)C, predict the reaction product. The product is: [O:8]1[C:7]2[CH:9]=[CH:10][CH:11]=[CH:12][C:6]=2[O:5][CH2:4][CH:3]1[CH2:2][N:22]1[CH2:23][CH2:24][CH2:25][CH:20]([C:17]2[CH:16]=[CH:15][C:14]([CH3:13])=[CH:19][CH:18]=2)[CH2:21]1. (3) Given the reactants Cl.C(O)(C)C.[CH2:6]([O:8][P:9]([CH2:14][C:15]1[CH:20]=[CH:19][C:18]([N+:21]([O-])=O)=[C:17]([CH3:24])[CH:16]=1)(=[O:13])[O:10][CH2:11][CH3:12])[CH3:7], predict the reaction product. The product is: [CH2:11]([O:10][P:9]([CH2:14][C:15]1[CH:20]=[CH:19][C:18]([NH2:21])=[C:17]([CH3:24])[CH:16]=1)(=[O:13])[O:8][CH2:6][CH3:7])[CH3:12]. (4) Given the reactants [C:1]([N:8]1[CH2:13][CH2:12][NH:11][CH2:10][CH2:9]1)([O:3][C:4]([CH3:7])([CH3:6])[CH3:5])=[O:2].C(=O)([O-])[O-].[Na+].[Na+].[CH3:20][CH:21]([CH3:27])[CH2:22][CH2:23][C:24](Cl)=[O:25], predict the reaction product. The product is: [C:4]([O:3][C:1]([N:8]1[CH2:9][CH2:10][N:11]([C:24](=[O:25])[CH2:23][CH2:22][CH:21]([CH3:27])[CH3:20])[CH2:12][CH2:13]1)=[O:2])([CH3:7])([CH3:6])[CH3:5]. (5) Given the reactants C[O:2][C:3](=[O:18])[CH:4]=[CH:5][CH:6]=[CH:7][CH2:8][S:9]([C:12]1[CH:17]=[CH:16][CH:15]=[CH:14][CH:13]=1)(=[O:11])=[O:10].[OH-].[Na+], predict the reaction product. The product is: [C:12]1([S:9]([CH2:8][CH:7]=[CH:6][CH:5]=[CH:4][C:3]([OH:18])=[O:2])(=[O:11])=[O:10])[CH:13]=[CH:14][CH:15]=[CH:16][CH:17]=1.